From a dataset of Experimentally validated miRNA-target interactions with 360,000+ pairs, plus equal number of negative samples. Binary Classification. Given a miRNA mature sequence and a target amino acid sequence, predict their likelihood of interaction. (1) The miRNA is hsa-miR-4514 with sequence ACAGGCAGGAUUGGGGAA. The protein sequence of the target gene is MADVAGPSRPSAAAFWSRDFSDEEQSVVYVPGISAEGNVRSRHKLMSPKADVKLKTSRVTDASISMESLKGTGDSVDEQNSCRGEIKSASLKDLCLEDKRRIANLIKELARVSEEKEVTEERLKAEQESFEKKIRQLEEQNELIIKEREALQLQYRECQELLSLYQKYLSEQQEKLTMSLSELGAARMQEQQVSSRKSTLQCSSVELDGSYLSIARPQTYYQTKQRPKSAVQDSASESLIAFRNNSLKPVTLHHPKDDLDKIPSETTTCNCESPGRKPAVPTEKMPQEELHMKECPHLKP.... Result: 1 (interaction). (2) The miRNA is hsa-miR-215-5p with sequence AUGACCUAUGAAUUGACAGAC. The protein sequence of the target gene is MKVLPASGLAVFLIMALKFSTAAPSLVAASPRTWRNNYRLAQAYLDKYYTNKEGHQIGEMVARGSNSMIRKIKELQAFFGLQVTGKLDQTTMNVIKKPRCGVPDVANYRLFPGEPKWKKNTLTYRISKYTPSMSSVEVDKAVEMALQAWSSAVPLSFVRINSGEADIMISFENGDHGDSYPFDGPRGTLAHAFAPGEGLGGDTHFDNAEKWTMGTNGFNLFTVAAHEFGHALGLAHSTDPSALMYPTYKYKNPYGFHLPKDDVKGIQALYGPRKVFLGKPTLPHAPHHKPSIPDLCDSSS.... Result: 1 (interaction). (3) The miRNA is hsa-miR-1287-3p with sequence CUCUAGCCACAGAUGCAGUGAU. The protein sequence of the target gene is MARRTEPPDGGWGWVVVLSAFFQSALVFGVLRSFGVFFVEFVAAFEEQAARVSWIASIGIAVQQFGSPVGSALSTKFGPRPVVMTGGILAALGMLLASFATSLTHLYLSIGLLSGSGWALTFAPTLACLSCYFSRRRSLATGLALTGVGLSSFTFAPFFQWLLSHYAWRGSLLLVSALSLHLVACGALLRPPSLAEDPAVGGPRAQLTSLLHHGPFLRYTVALTLINTGYFIPYLHLVAHLQDLDWDPLPAAFLLSVVAISDLVGRVVSGWLGDAVPGPVTRLLMLWTTLTGVSLALFPV.... Result: 0 (no interaction). (4) The miRNA is hsa-miR-3619-5p with sequence UCAGCAGGCAGGCUGGUGCAGC. The protein sequence of the target gene is MTSASTKVGEIFSAAGAAFTKLGELTMQLHPVADSSPAGAKWTETEIEMLRAAVKRFGDDLNHISCVIKERTVAQIKATVKRKVYEDSGIPLPAESPKKGPKKVASGVLSPPPAAPPPSSSSVPEAGGPPIKKQKADVTLSALNDSDANSDVVDIEGLGETPPAKKLNFDQA. Result: 1 (interaction). (5) The miRNA is hsa-miR-374a-3p with sequence CUUAUCAGAUUGUAUUGUAAUU. The protein sequence of the target gene is MGAMAYPLLLCLLLAQLGLGAVGASRDPQGRPDSPRERTPKGKPHAQQPGRASASDSSAPWSRSTDGTILAQKLAEEVPMDVASYLYTGDSHQLKRANCSGRYELAGLPGKWPALASAHPSLHRALDTLTHATNFLNVMLQSNKSREQNLQDDLDWYQALVWSLLEGEPSISRAAITFSTDSLSAPAPQVFLQATREESRILLQDLSSSAPHLANATLETEWFHGLRRKWRPHLHRRGPNQGPRGLGHSWRRKDGLGGDKSHFKWSPPYLECENGSYKPGWLVTLSSAIYGLQPNLVPEF.... Result: 1 (interaction). (6) The miRNA is hsa-miR-4633-5p with sequence AUAUGCCUGGCUAGCUCCUC. The protein sequence of the target gene is MRLPLLLVFASVIPGAVLLLDTRQFLIYNEDHKRCVDAVSPSAVQTAACNQDAESQKFRWVSESQIMSVAFKLCLGVPSKTDWVAITLYACDSKSEFQKWECKNDTLLGIKGEDLFFNYGNRQEKNIMLYKGSGLWSRWKIYGTTDNLCSRGYEAMYTLLGNANGATCAFPFKFENKWYADCTSAGRSDGWLWCGTTTDYDTDKLFGYCPLKFEGSESLWNKDPLTSVSYQINSKSALTWHQARKSCQQQNAELLSITEIHEQTYLTGLTSSLTSGLWIGLNSLSFNSGWQWSDRSPFRY.... Result: 0 (no interaction). (7) The miRNA is hsa-miR-193b-3p with sequence AACUGGCCCUCAAAGUCCCGCU. The protein sequence of the target gene is MGLQLRALLGAFGRWTLRLGPRPSCSPRMAGNAEPPPAGAACPQDRRSCSGRAGGDRVWEDGEHPAKKLKSGGDEERREKPPKRKIVLLMAYSGKGYHGMQRNVGSSQFKTIEDDLVSALVRSGCIPENHGEDMRKMSFQRCARTDKGVSAAGQVVSLKVWLIDDILEKINSHLPSHIRILGLKRVTGGFNSKNRCDARTYCYLLPTFAFAHKDRDVQDETYRLSAETLQQVNRLLACYKGTHNFHNFTSQKGPQDPSACRYILEMYCEEPFVREGLEFAVIRVKGQSFMMHQIRKMVGL.... Result: 1 (interaction).